Dataset: NCI-60 drug combinations with 297,098 pairs across 59 cell lines. Task: Regression. Given two drug SMILES strings and cell line genomic features, predict the synergy score measuring deviation from expected non-interaction effect. Drug 1: CC1C(C(CC(O1)OC2CC(CC3=C2C(=C4C(=C3O)C(=O)C5=C(C4=O)C(=CC=C5)OC)O)(C(=O)C)O)N)O.Cl. Drug 2: CC1=C2C(C(=O)C3(C(CC4C(C3C(C(C2(C)C)(CC1OC(=O)C(C(C5=CC=CC=C5)NC(=O)C6=CC=CC=C6)O)O)OC(=O)C7=CC=CC=C7)(CO4)OC(=O)C)O)C)OC(=O)C. Cell line: MOLT-4. Synergy scores: CSS=74.5, Synergy_ZIP=-3.31, Synergy_Bliss=-4.88, Synergy_Loewe=-5.82, Synergy_HSA=-1.74.